Dataset: Catalyst prediction with 721,799 reactions and 888 catalyst types from USPTO. Task: Predict which catalyst facilitates the given reaction. (1) Reactant: [Br:1][C:2]1[S:6][CH:5]=[C:4]([C@@H:7]2[CH2:9][C@H:8]2C(O)=O)[CH:3]=1.[C:13]([OH:17])([CH3:16])([CH3:15])[CH3:14].C([N:20]([CH2:23]C)CC)C.C1(P(N=[N+]=[N-])(C2C=CC=CC=2)=[O:32])C=CC=CC=1. Product: [C:13]([O:17][C:23](=[O:32])[NH:20][C@@H:8]1[CH2:9][C@H:7]1[C:4]1[CH:3]=[C:2]([Br:1])[S:6][CH:5]=1)([CH3:16])([CH3:15])[CH3:14]. The catalyst class is: 6. (2) Product: [CH3:1][O:2][C:3]([C:5]1[S:9][CH:8]=[N:7][C:6]=1[N:10]1[C:21](=[O:20])[NH:22][C:23]([CH:24]([NH:38][C:39]2[CH:40]=[CH:41][C:42]([C:45]#[N:46])=[CH:43][CH:44]=2)[C:25]2[CH:30]=[C:29]([O:31][CH3:32])[CH:28]=[C:27]([O:33][CH2:34][CH2:35][OH:36])[C:26]=2[F:37])=[N:11]1)=[O:4]. The catalyst class is: 1. Reactant: [CH3:1][O:2][C:3]([C:5]1[S:9][CH:8]=[N:7][C:6]=1[NH:10][NH2:11])=[O:4].C(N(CC)CC)C.C[O:20][C:21](=O)[N:22]=[C:23](SC)[C:24](=[N:38][C:39]1[CH:44]=[CH:43][C:42]([C:45]#[N:46])=[CH:41][CH:40]=1)[C:25]1[CH:30]=[C:29]([O:31][CH3:32])[CH:28]=[C:27]([O:33][CH2:34][CH2:35][OH:36])[C:26]=1[F:37]. (3) Reactant: [CH2:1]([O:8][C:9](=[O:22])[NH:10][C:11]1[CH:16]=[CH:15][CH:14]=[C:13]([C:17]2O[CH:19]=[N:20][N:21]=2)[CH:12]=1)[C:2]1[CH:7]=[CH:6][CH:5]=[CH:4][CH:3]=1.[CH:23]1([NH2:26])[CH2:25][CH2:24]1.FC(F)(F)C(O)=O. Product: [CH2:1]([O:8][C:9](=[O:22])[NH:10][C:11]1[CH:16]=[CH:15][CH:14]=[C:13]([C:17]2[N:26]([CH:23]3[CH2:25][CH2:24]3)[CH:19]=[N:20][N:21]=2)[CH:12]=1)[C:2]1[CH:7]=[CH:6][CH:5]=[CH:4][CH:3]=1. The catalyst class is: 51. (4) Reactant: [ClH:1].C([O:9][C:10]1[CH:11]=[C:12]([C@H:16]([CH:23]=[CH2:24])[C@@H:17]([CH3:22])[CH2:18][N:19]([CH3:21])[CH3:20])[CH:13]=[CH:14][CH:15]=1)C1C=CC=CC=1.O.[OH-].[Na+]. Product: [CH3:24][CH2:23][C@H:16]([C@H:17]([CH2:18][N:19]([CH3:21])[CH3:20])[CH3:22])[C:12]1[CH:13]=[CH:14][CH:15]=[C:10]([OH:9])[CH:11]=1.[ClH:1]. The catalyst class is: 63.